From a dataset of Reaction yield outcomes from USPTO patents with 853,638 reactions. Predict the reaction yield, written as a fraction of the theoretical maximum amount of product (1.0 means a 100% yield; for example, 0.34 means a 34% yield). (1) The reactants are [N+:1]([C:4]1[CH:9]=[CH:8][C:7]([C:10](=O)[CH2:11][CH2:12][C:13]([C:15]2[CH:20]=[CH:19][C:18]([N+:21]([O-:23])=[O:22])=[CH:17][CH:16]=2)=O)=[CH:6][CH:5]=1)([O-:3])=[O:2].[F:25][C:26]1[CH:32]=[CH:31][C:29]([NH2:30])=[CH:28][CH:27]=1. The catalyst is C(O)(=O)C.O.CCOCC. The product is [F:25][C:26]1[CH:32]=[CH:31][C:29]([N:30]2[C:10]([C:7]3[CH:8]=[CH:9][C:4]([N+:1]([O-:3])=[O:2])=[CH:5][CH:6]=3)=[CH:11][CH:12]=[C:13]2[C:15]2[CH:20]=[CH:19][C:18]([N+:21]([O-:23])=[O:22])=[CH:17][CH:16]=2)=[CH:28][CH:27]=1. The yield is 0.910. (2) The reactants are [I:1][C:2]1[CH:3]=[C:4]([NH:8][C:9]2[O:13][C:12]([C:14]([NH:16][C:17]3[CH:18]=[N:19][C:20]([N:23]4[CH2:28][CH2:27][O:26][CH2:25][CH2:24]4)=[CH:21][CH:22]=3)=[O:15])=[N:11][N:10]=2)[CH:5]=[CH:6][CH:7]=1.[H-].[Na+].Cl[CH2:32][O:33][CH2:34][CH2:35][Si:36]([CH3:39])([CH3:38])[CH3:37].[CH3:40][CH2:41][O:42][CH2:43]C. The catalyst is CN(C=O)C. The product is [I:1][C:2]1[CH:3]=[C:4]([N:8]([CH2:43][O:42][CH2:41][CH2:40][Si:36]([CH3:38])([CH3:37])[CH3:35])[C:9]2[O:13][C:12]([C:14]([N:16]([C:17]3[CH:18]=[N:19][C:20]([N:23]4[CH2:24][CH2:25][O:26][CH2:27][CH2:28]4)=[CH:21][CH:22]=3)[CH2:32][O:33][CH2:34][CH2:35][Si:36]([CH3:39])([CH3:38])[CH3:37])=[O:15])=[N:11][N:10]=2)[CH:5]=[CH:6][CH:7]=1. The yield is 0.650. (3) The reactants are [C:1]([N:4]1[CH2:9][CH2:8][CH:7]([C:10](OS(C2C=CC(C)=CC=2)(=O)=O)=[C:11]([C:14]2[S:15][C:16]3[CH:22]=[CH:21][CH:20]=[CH:19][C:17]=3[N:18]=2)[C:12]#[N:13])[CH2:6][CH2:5]1)(=O)[CH3:2].[OH2:34].[NH2:35][NH2:36]. The catalyst is CO. The product is [NH2:13][C:12]1[NH:36][N:35]=[C:10]([CH:7]2[CH2:8][CH2:9][N:4]([C:1](=[O:34])[CH3:2])[CH2:5][CH2:6]2)[C:11]=1[C:14]1[S:15][C:16]2[CH:22]=[CH:21][CH:20]=[CH:19][C:17]=2[N:18]=1. The yield is 0.550. (4) The reactants are [H-].[Na+].[Br:3][C:4]1[C:15](=[O:16])[NH:14][C:7]2[N:8]=[C:9]([S:12][CH3:13])[N:10]=[CH:11][C:6]=2[CH:5]=1.[CH2:17](Br)[CH3:18]. The catalyst is CN(C)C=O. The product is [Br:3][C:4]1[C:15](=[O:16])[N:14]([CH2:17][CH3:18])[C:7]2[N:8]=[C:9]([S:12][CH3:13])[N:10]=[CH:11][C:6]=2[CH:5]=1. The yield is 0.760. (5) The catalyst is C1(C)C=CC=CC=1.ClCCl. The product is [CH2:11]([O:13][C:14](=[O:27])[C:15]([CH:16]=[O:17])([CH3:26])[CH2:21][CH2:22][CH:23]([CH3:24])[CH3:25])[CH3:12]. The yield is 0.900. The reactants are [H-].C([Al+]CC(C)C)C(C)C.[CH2:11]([O:13][C:14](=[O:27])[C:15]([CH3:26])([CH2:21][CH2:22][CH:23]([CH3:25])[CH3:24])[C:16](OCC)=[O:17])[CH3:12]. (6) The reactants are [Br:1][C:2]1[CH:11]=[C:10]2[C:5]([CH:6]=[CH:7][C:8](Cl)=[N:9]2)=[N:4][CH:3]=1.[NH:13]1[CH2:18][CH2:17][O:16][CH2:15][CH2:14]1. The catalyst is C(OCC)(=O)C. The product is [Br:1][C:2]1[CH:11]=[C:10]2[C:5]([CH:6]=[CH:7][C:8]([N:13]3[CH2:18][CH2:17][O:16][CH2:15][CH2:14]3)=[N:9]2)=[N:4][CH:3]=1. The yield is 0.747. (7) The reactants are [CH3:1][O:2][C:3]1[CH:8]=[CH:7][C:6]([CH2:9][CH2:10][N:11]2[CH:15]([C:16]3[CH:21]=[CH:20][C:19]([CH3:22])=[C:18]([CH3:23])[CH:17]=3)[CH2:14][NH:13][C:12]2=[O:24])=[CH:5][CH:4]=1.[N:25]([O-])=O.[Na+].[Cl:29]CCl.[OH-].[NH4+]. The catalyst is C(O)(=O)C.O.[Zn]. The product is [ClH:29].[NH2:25][N:13]1[CH2:14][CH:15]([C:16]2[CH:21]=[CH:20][C:19]([CH3:22])=[C:18]([CH3:23])[CH:17]=2)[N:11]([CH2:10][CH2:9][C:6]2[CH:5]=[CH:4][C:3]([O:2][CH3:1])=[CH:8][CH:7]=2)[C:12]1=[O:24]. The yield is 0.810. (8) The reactants are [F:1][C:2]1[C:7]([CH:8]=O)=[C:6]([OH:10])[C:5]([O:11][CH3:12])=[CH:4][CH:3]=1.[CH2:13]1CCN2C(=NCCC2)C[CH2:14]1.[Br-].C(P(C1C=CC=CC=1)(C1C=CC=CC=1)C1C=CC=CC=1)=C. The catalyst is C(#N)C.O. The product is [F:1][C:2]1[CH:3]=[CH:4][C:5]([O:11][CH3:12])=[C:6]2[C:7]=1[CH:8]=[CH:13][CH2:14][O:10]2. The yield is 0.340. (9) The reactants are CC1(C)[O:7][CH2:6][CH:5]([O:8][NH:9][C:10](=[O:29])[C:11]2[CH:16]=[CH:15][C:14]([F:17])=[C:13]([F:18])[C:12]=2[NH:19][C:20]2[CH:25]=[CH:24][C:23]([CH2:26][CH3:27])=[CH:22][C:21]=2[F:28])[CH2:4][O:3]1.Cl. The catalyst is C(O)C. The product is [CH2:26]([C:23]1[CH:24]=[CH:25][C:20]([NH:19][C:12]2[C:13]([F:18])=[C:14]([F:17])[CH:15]=[CH:16][C:11]=2[C:10]([NH:9][O:8][CH:5]([CH2:6][OH:7])[CH2:4][OH:3])=[O:29])=[C:21]([F:28])[CH:22]=1)[CH3:27]. The yield is 0.846.